This data is from Experimentally validated miRNA-target interactions with 360,000+ pairs, plus equal number of negative samples. The task is: Binary Classification. Given a miRNA mature sequence and a target amino acid sequence, predict their likelihood of interaction. (1) The miRNA is hsa-miR-579-3p with sequence UUCAUUUGGUAUAAACCGCGAUU. The protein sequence of the target gene is MEALGSGHYVGGSIRSMAAAALSGLAVRLSRPQGTRGSYGAFCKTLTRTLLTFFDLAWRLRKNFFYFYILASVILNVHLQVYI. Result: 1 (interaction). (2) The miRNA is hsa-miR-513a-3p with sequence UAAAUUUCACCUUUCUGAGAAGG. The protein sequence of the target gene is MIFPVTLLAFQWHRRPGGRALSRAAMEVAFRGVRKVLCVAEKNDAAKGIADLLSNGRMRRKEGLSKFNKIYEFDYHLYGQNVTMIMTSVSGHLLAHDFQMQFRKWQSCNPLVLFEAEIEKYCPENFIDIKKTLERETHHCQALVIWTDCDREGENIGFEIIHVCKAVKPNLRVLRARFSEITPHAVRTACENLTEPDQRVSDAVDVRQELDLRIGAAFTRFQTLRLQRIFPEVLAEQLISYGSCQFPTLGFVVERFKAIQAFVPEVFHKIKVTHDHKDGTVEFNWKRYRLFNHTACLVLY.... Result: 0 (no interaction). (3) The miRNA is hsa-miR-3913-5p with sequence UUUGGGACUGAUCUUGAUGUCU. The protein sequence of the target gene is METVPPAVDLVLGASACCLACVFTNPLEVVKTRLQLQGELQARGTYPRPYHGFIASVAAVARADGLWGLQKGLAAGLLYQGLMNGVRFYCYSLACQAGLTQQPGGTVVAGAVAGALGAFVGSPAYLIKTQLQAQTVAAVAVGHQHNHQTVLGALETIWRQQGLLGLWQGVGGAVPRVMVGSAAQLATFASAKAWVQKQQWLPEDSWLVALAGGMISSIAVVVVMTPFDVVSTRLYNQPVDTAGRGQLYGGLTDCMVKIWRQEGPLALYKGLGPAYLRLGPHTILSMLFWDELRKLAGRAQ.... Result: 1 (interaction). (4) The miRNA is gga-miR-124a-3p with sequence UUAAGGCACGCGGUGAAUGCCA. The protein sequence of the target gene is MMCEVMPTISEAEGPPGGGGGHGSGSPSQPDADSHFEQLMVSMLEERDRLLDTLRETQETLALTQGKLHEVGHERDSLQRQLNTALPQEFAALTKELNVCREQLLEREEEIAELKAERNNTRLLLEHLECLVSRHERSLRMTVVKRQAQSPAGVSSEVEVLKALKSLFEHHKALDEKVRERLRVALERCSLLEEELGATHKELMILKEQNNQKKTLTDGVLDINHEQENTPSTSGKRSSDGSLSHEEDLAKVIELQEIISKQSREQSQMKERLASLSSHVTELEEDLDTARKDLIKSEEM.... Result: 0 (no interaction). (5) The miRNA is hsa-miR-3677-3p with sequence CUCGUGGGCUCUGGCCACGGCC. The protein sequence of the target gene is MKPFHTALSFLILTTALGIWAQITHATETKEVQSSLKAQQGLEIEMFHMGFQDSSDCCLSYNSRIQCSRFIGYFPTSGGCTRPGIIFISKRGFQVCANPSDRRVQRCIERLEQNSQPRTYKQ. Result: 0 (no interaction).